From a dataset of Experimentally validated miRNA-target interactions with 360,000+ pairs, plus equal number of negative samples. Binary Classification. Given a miRNA mature sequence and a target amino acid sequence, predict their likelihood of interaction. Result: 0 (no interaction). The miRNA is mmu-miR-214-3p with sequence ACAGCAGGCACAGACAGGCAGU. The protein sequence of the target gene is MAMAKARKPREALLWALSDLEENDFKKLKFYLRDMTLSEGQPPLARGELEGLIPVDLAELLISKYGEKEAVKVVLKGLKVMNLLELVDQLSHICLHDYREVYREHVRCLEEWQEAGVNGRYNQVLLVAKPSSESPESLACPFPEQELESVTVEALFDSGEKPSLAPSLVVLQGSAGTGKTTLARKMVLDWATGTLYPGRFDYVFYVSCKEVVLLLESKLEQLLFWCCGDNQAPVTEILRQPERLLFILDGFDELQRPFEEKLKKRGLSPKESLLHLLIRRHTLPTCSLLITTRPLALRNL....